Dataset: Catalyst prediction with 721,799 reactions and 888 catalyst types from USPTO. Task: Predict which catalyst facilitates the given reaction. (1) Reactant: Br[C:2]1[CH:3]=[C:4]([CH2:9][N:10]([CH2:19][C:20]2[C:21]([NH:33][CH:34]3[CH2:39][CH2:38][O:37][CH2:36][CH2:35]3)=[C:22]3[CH:30]=[N:29][N:28]([CH2:31][CH3:32])[C:23]3=[N:24][C:25]=2[CH2:26][CH3:27])[C:11]([C:13]2([C:16]([NH2:18])=[O:17])[CH2:15][CH2:14]2)=[O:12])[CH:5]=[CH:6][C:7]=1[F:8].[CH3:40][N:41]1[CH2:46][CH2:45][CH:44]([CH2:47][C:48]2[CH:53]=[CH:52][CH:51]=[C:50](B3OC(C)(C)C(C)(C)O3)[CH:49]=2)[CH2:43][CH2:42]1.C([O-])([O-])=O.[Na+].[Na+]. Product: [CH2:31]([N:28]1[C:23]2=[N:24][C:25]([CH2:26][CH3:27])=[C:20]([CH2:19][N:10]([CH2:9][C:4]3[CH:3]=[C:2]([C:52]4[CH:51]=[CH:50][CH:49]=[C:48]([CH2:47][CH:44]5[CH2:45][CH2:46][N:41]([CH3:40])[CH2:42][CH2:43]5)[CH:53]=4)[C:7]([F:8])=[CH:6][CH:5]=3)[C:11]([C:13]3([C:16]([NH2:18])=[O:17])[CH2:15][CH2:14]3)=[O:12])[C:21]([NH:33][CH:34]3[CH2:39][CH2:38][O:37][CH2:36][CH2:35]3)=[C:22]2[CH:30]=[N:29]1)[CH3:32]. The catalyst class is: 117. (2) Reactant: [NH2:1][C:2]1[CH:3]=[CH:4][C:5](Br)=[C:6]2[C:10]=1[C:9](=[O:11])[NH:8][CH2:7]2.C([Sn](CCCC)(CCCC)[C:18]1[S:19][CH:20]=[CH:21][CH:22]=1)CCC. Product: [NH2:1][C:2]1[CH:3]=[CH:4][C:5]([C:18]2[S:19][CH:20]=[CH:21][CH:22]=2)=[C:6]2[C:10]=1[C:9](=[O:11])[NH:8][CH2:7]2. The catalyst class is: 516.